From a dataset of Full USPTO retrosynthesis dataset with 1.9M reactions from patents (1976-2016). Predict the reactants needed to synthesize the given product. The reactants are: [CH3:1][CH:2]1[CH2:19][C@@H:5]2[C@@H:6]3[N:10]([C:11](=O)[C@@H:4]2[CH2:3]1)[C@@H:9]([C:13]1[CH:18]=[CH:17][CH:16]=[CH:15][CH:14]=1)[O:8][CH2:7]3.[H-].[H-].[H-].[H-].[Li+].[Al+3].O.[OH-].[Na+]. Given the product [CH2:9]([N:10]1[CH2:11][C@H:4]2[C@H:5]([CH2:19][CH:2]([CH3:1])[CH2:3]2)[C@H:6]1[CH2:7][OH:8])[C:13]1[CH:14]=[CH:15][CH:16]=[CH:17][CH:18]=1, predict the reactants needed to synthesize it.